The task is: Predict which catalyst facilitates the given reaction.. This data is from Catalyst prediction with 721,799 reactions and 888 catalyst types from USPTO. (1) Reactant: CO[CH:3](OC)[CH2:4][NH2:5].[CH3:8][O:9][C:10]1[CH:11]=[C:12]([CH:15]=[CH:16][CH:17]=1)[CH:13]=O.FC(F)(F)C(OC(=O)C(F)(F)F)=O.B(F)(F)F.CCOCC.Cl. Product: [CH3:8][O:9][C:10]1[CH:11]=[C:12]2[C:15]([CH:3]=[CH:4][N:5]=[CH:13]2)=[CH:16][CH:17]=1. The catalyst class is: 11. (2) Reactant: [C:1]([N:8]1[CH2:15][CH2:14][CH2:13][C@H:9]1[C:10]([OH:12])=O)([O:3][C:4]([CH3:7])([CH3:6])[CH3:5])=[O:2].[S:16]1[C:20]([NH2:21])=[CH:19][N:18]=[N:17]1.C(Cl)CCl.[CH:26]1[CH:27]=[CH:28][C:29]2N(O)N=N[C:30]=2[CH:31]=1.CCN(C(C)C)C(C)C.C([O-])(O)=O.[Na+]. Product: [C:1]([N:8]1[CH2:15][CH2:14][CH2:13][C@H:9]1[C:10]([SH:16]1[C:20]([NH2:21])=[C:19]([C:26]2[CH:27]=[CH:28][CH:29]=[CH:30][CH:31]=2)[N:18]=[N:17]1)=[O:12])([O:3][C:4]([CH3:5])([CH3:6])[CH3:7])=[O:2]. The catalyst class is: 39. (3) Reactant: [CH3:1][O:2][C:3]1[CH:8]=[CH:7][CH:6]=[CH:5][C:4]=1[C:9]1[N:14]=[C:13]([S:15][CH3:16])[N:12]=[C:11]([C:17]([OH:19])=O)[CH:10]=1.C([N:22](CC)CC)C.[Cl-].[NH4+].C1CN([P+](ON2N=NC3C=CC=CC2=3)(N2CCCC2)N2CCCC2)CC1.F[P-](F)(F)(F)(F)F. Product: [CH3:1][O:2][C:3]1[CH:8]=[CH:7][CH:6]=[CH:5][C:4]=1[C:9]1[N:14]=[C:13]([S:15][CH3:16])[N:12]=[C:11]([C:17]([NH2:22])=[O:19])[CH:10]=1. The catalyst class is: 18. (4) Reactant: [Br:1]N1C(=O)CCC1=O.C1(P(C2C=CC=CC=2)C2C=CC=CC=2)C=CC=CC=1.[CH2:28]([N:35]1[C:43]2[CH:42]=[CH:41][NH:40][C:39](=O)[C:38]=2[CH:37]=[CH:36]1)[C:29]1[CH:34]=[CH:33][CH:32]=[CH:31][CH:30]=1. Product: [CH2:28]([N:35]1[C:43]2[CH:42]=[CH:41][N:40]=[C:39]([Br:1])[C:38]=2[CH:37]=[CH:36]1)[C:29]1[CH:34]=[CH:33][CH:32]=[CH:31][CH:30]=1. The catalyst class is: 12. (5) Reactant: [O:1]=[C:2]([C:51]1[CH:56]=[CH:55][CH:54]=[CH:53][CH:52]=1)[C:3]([NH:5][C:6]1[CH:11]=[CH:10][CH:9]=[C:8]([C:12]2[C:20]3[C:15](=[CH:16][CH:17]=[C:18]([C:21]4[N:25]=[CH:24][N:23](C(C5C=CC=CC=5)(C5C=CC=CC=5)C5C=CC=CC=5)[N:22]=4)[CH:19]=3)[N:14](C3CCCCO3)[N:13]=2)[CH:7]=1)=[O:4]. Product: [NH:23]1[CH:24]=[N:25][C:21]([C:18]2[CH:19]=[C:20]3[C:15](=[CH:16][CH:17]=2)[NH:14][N:13]=[C:12]3[C:8]2[CH:7]=[C:6]([NH:5][C:3](=[O:4])[C:2](=[O:1])[C:51]3[CH:52]=[CH:53][CH:54]=[CH:55][CH:56]=3)[CH:11]=[CH:10][CH:9]=2)=[N:22]1. The catalyst class is: 89. (6) Reactant: C(OC([N:8]1[C:13]2[CH:14]=[C:15]([Cl:20])[C:16]([O:18][CH3:19])=[CH:17][C:12]=2[O:11][CH:10]([C:21]([N:23]2[CH2:28][CH2:27][C:26]([C:39]#[N:40])([C:29]([F:38])([F:37])[C:30]3[CH:35]=[CH:34][C:33]([F:36])=[CH:32][CH:31]=3)[CH2:25][CH2:24]2)=[O:22])[CH2:9]1)=O)(C)(C)C.C(O)(C(F)(F)F)=O.C([O-])(O)=O.[Na+]. Product: [Cl:20][C:15]1[C:16]([O:18][CH3:19])=[CH:17][C:12]2[O:11][CH:10]([C:21]([N:23]3[CH2:28][CH2:27][C:26]([C:29]([F:38])([F:37])[C:30]4[CH:35]=[CH:34][C:33]([F:36])=[CH:32][CH:31]=4)([C:39]#[N:40])[CH2:25][CH2:24]3)=[O:22])[CH2:9][NH:8][C:13]=2[CH:14]=1. The catalyst class is: 34. (7) Reactant: S(Cl)(Cl)=O.[Br:5][CH2:6][C@@:7]([OH:12])([CH3:11])[C:8](O)=[O:9].[N+:13]([C:16]1[CH:22]=[CH:21][C:19]([NH2:20])=[CH:18][C:17]=1[C:23]([F:26])([F:25])[F:24])([O-:15])=[O:14]. Product: [N+:13]([C:16]1[CH:22]=[CH:21][C:19]([NH:20][C:8](=[O:9])[C@:7]([OH:12])([CH3:11])[CH2:6][Br:5])=[CH:18][C:17]=1[C:23]([F:24])([F:25])[F:26])([O-:15])=[O:14]. The catalyst class is: 44. (8) Reactant: [F:1][C:2]1[CH:7]=[CH:6][C:5]([CH:8]2[C:13]3=[N:14][NH:15][C:16](=[O:21])[C:17]4[CH:18]=[CH:19][CH:20]=[C:11]([C:12]=43)[NH:10][CH:9]2[C:22]2[CH:29]=[CH:28][C:25]([CH:26]=O)=[CH:24][CH:23]=2)=[CH:4][CH:3]=1.C(O)(=O)C.[NH:34]1[CH2:37][CH2:36][CH2:35]1.[BH-](OC(C)=O)(OC(C)=O)OC(C)=O.[Na+]. Product: [N:34]1([CH2:26][C:25]2[CH:24]=[CH:23][C:22]([CH:9]3[NH:10][C:11]4[C:12]5[C:13](=[N:14][NH:15][C:16](=[O:21])[C:17]=5[CH:18]=[CH:19][CH:20]=4)[CH:8]3[C:5]3[CH:4]=[CH:3][C:2]([F:1])=[CH:7][CH:6]=3)=[CH:29][CH:28]=2)[CH2:37][CH2:36][CH2:35]1. The catalyst class is: 2. (9) Reactant: [C:1](#[N:5])[CH2:2][C:3]#[N:4].[C:6]1([N:12]=[C:13]=[S:14])[CH:11]=[CH:10][CH:9]=[CH:8][CH:7]=1.[CH3:15]I. Product: [CH3:15][S:14][C:13]([NH:12][C:6]1[CH:11]=[CH:10][CH:9]=[CH:8][CH:7]=1)=[C:2]([C:1]#[N:5])[C:3]#[N:4]. The catalyst class is: 3. (10) Reactant: [NH2:1][C@H:2]([C:4]1[N:13]([C:14]2[CH:19]=[CH:18][CH:17]=[C:16]([O:20][CH2:21][C:22]([F:25])([F:24])[F:23])[CH:15]=2)[C:12](=[O:26])[C:11]2[C:6](=[CH:7][CH:8]=[CH:9][C:10]=2[Cl:27])[N:5]=1)[CH3:3].Cl[C:29]1[C:30]2[CH:37]=[CH:36][NH:35][C:31]=2[N:32]=[CH:33][N:34]=1.C(N(C(C)C)CC)(C)C. Product: [N:32]1[C:31]2[NH:35][CH:36]=[CH:37][C:30]=2[C:29]([NH:1][C@H:2]([C:4]2[N:13]([C:14]3[CH:19]=[CH:18][CH:17]=[C:16]([O:20][CH2:21][C:22]([F:23])([F:25])[F:24])[CH:15]=3)[C:12](=[O:26])[C:11]3[C:6](=[CH:7][CH:8]=[CH:9][C:10]=3[Cl:27])[N:5]=2)[CH3:3])=[N:34][CH:33]=1. The catalyst class is: 218.